From a dataset of Forward reaction prediction with 1.9M reactions from USPTO patents (1976-2016). Predict the product of the given reaction. (1) Given the reactants [CH2:1]([O:3][CH2:4][C:5]1[N:6]=[C:7]([NH:10]C(=O)C)[S:8][CH:9]=1)[CH3:2].Cl, predict the reaction product. The product is: [CH2:1]([O:3][CH2:4][C:5]1[N:6]=[C:7]([NH2:10])[S:8][CH:9]=1)[CH3:2]. (2) Given the reactants [NH2:1][C:2]1[C:10]2[C:5](=[CH:6][CH:7]=[C:8]([NH2:11])[CH:9]=2)[NH:4][N:3]=1.N1C=CC=CC=1.[Cl:18][C:19]1[CH:24]=[CH:23][CH:22]=[C:21]([Cl:25])[C:20]=1[S:26](Cl)(=[O:28])=[O:27], predict the reaction product. The product is: [NH2:1][C:2]1[C:10]2[C:5](=[CH:6][CH:7]=[C:8]([NH:11][S:26]([C:20]3[C:21]([Cl:25])=[CH:22][CH:23]=[CH:24][C:19]=3[Cl:18])(=[O:28])=[O:27])[CH:9]=2)[NH:4][N:3]=1. (3) Given the reactants [O:1]1[C:5]2[CH:6]=[CH:7][CH:8]=[CH:9][C:4]=2[C:3]([N:10]2[CH2:15][CH2:14][N:13]([CH2:16][CH2:17][CH:18]([C:20]3[CH:21]=[C:22]4[C:26](=[CH:27][CH:28]=3)[C:25]([CH3:30])([CH3:29])[C:24](=[O:31])[C:23]4([CH3:33])[CH3:32])Cl)[CH2:12][CH2:11]2)=[N:2]1.C([SnH](CCCC)CCCC)CCC.CC(N=NC(C#N)(C)C)(C#N)C, predict the reaction product. The product is: [O:1]1[C:5]2[CH:6]=[CH:7][CH:8]=[CH:9][C:4]=2[C:3]([N:10]2[CH2:15][CH2:14][N:13]([CH2:16][CH2:17][CH2:18][C:20]3[CH:21]=[C:22]4[C:26](=[CH:27][CH:28]=3)[C:25]([CH3:29])([CH3:30])[C:24](=[O:31])[C:23]4([CH3:33])[CH3:32])[CH2:12][CH2:11]2)=[N:2]1. (4) Given the reactants [Cl:1][C:2]1[C:3]([C:18]#[N:19])=[CH:4][C:5]2[N:6]([C:8]([S:14](Cl)(=[O:16])=[O:15])=[C:9]([CH:11]([CH3:13])[CH3:12])[N:10]=2)[CH:7]=1.Cl.[F:21][C:22]1([F:26])[CH2:25][NH:24][CH2:23]1.C(N(CC)CC)C.C(=O)([O-])O.[Na+], predict the reaction product. The product is: [Cl:1][C:2]1[C:3]([C:18]#[N:19])=[CH:4][C:5]2[N:6]([C:8]([S:14]([N:24]3[CH2:25][C:22]([F:26])([F:21])[CH2:23]3)(=[O:16])=[O:15])=[C:9]([CH:11]([CH3:13])[CH3:12])[N:10]=2)[CH:7]=1. (5) Given the reactants [CH3:1][S:2]([C:5]1[CH:10]=[CH:9][CH:8]=[CH:7][C:6]=1[S:11](Cl)(=[O:13])=[O:12])(=[O:4])=[O:3].[H-].[Na+].[C:17]([O:21][NH:22][C:23]([O:25][CH2:26][C:27]1[CH:32]=[CH:31][CH:30]=[CH:29][CH:28]=1)=[O:24])(=[O:20])[CH2:18][CH3:19], predict the reaction product. The product is: [CH3:1][S:2]([C:5]1[CH:10]=[CH:9][CH:8]=[CH:7][C:6]=1[S:11]([N:22]([O:21][C:17](=[O:20])[CH2:18][CH3:19])[C:23](=[O:24])[O:25][CH2:26][C:27]1[CH:32]=[CH:31][CH:30]=[CH:29][CH:28]=1)(=[O:13])=[O:12])(=[O:4])=[O:3].